The task is: Predict the reactants needed to synthesize the given product.. This data is from Full USPTO retrosynthesis dataset with 1.9M reactions from patents (1976-2016). (1) Given the product [C:14]([N:13]([C:17]1[CH:18]=[CH:19][CH:20]=[CH:21][CH:22]=1)[C:7]1([C:4]2[S:5][CH:6]=[C:2]([CH3:1])[N:3]=2)[CH2:12][CH2:11][N:10]([CH:30]([C:36]2[CH:41]=[CH:40][CH:39]=[CH:38][CH:37]=2)[C:31]([O:33][CH2:34][CH3:35])=[O:32])[CH2:9][CH2:8]1)(=[O:16])[CH3:15], predict the reactants needed to synthesize it. The reactants are: [CH3:1][C:2]1[N:3]=[C:4]([C:7]2([N:13]([C:17]3[CH:22]=[CH:21][CH:20]=[CH:19][CH:18]=3)[C:14](=[O:16])[CH3:15])[CH2:12][CH2:11][NH:10][CH2:9][CH2:8]2)[S:5][CH:6]=1.C(=O)([O-])[O-].[K+].[K+].Br[CH:30]([C:36]1[CH:41]=[CH:40][CH:39]=[CH:38][CH:37]=1)[C:31]([O:33][CH2:34][CH3:35])=[O:32].C(OCC)(=O)C. (2) The reactants are: [CH:1]1[C:6]([S:7](Cl)(=[O:9])=[O:8])=[CH:5][CH:4]=[C:3]([I:11])[CH:2]=1.[NH3:12]. Given the product [I:11][C:3]1[CH:4]=[CH:5][C:6]([S:7]([NH2:12])(=[O:9])=[O:8])=[CH:1][CH:2]=1, predict the reactants needed to synthesize it. (3) Given the product [NH2:1][C:4]1[CH:24]=[CH:23][C:7]([O:8][C:9]2[CH:14]=[CH:13][N:12]=[C:11]([NH:15][C:16]([N:18]3[CH2:22][CH2:21][CH2:20][CH2:19]3)=[O:17])[CH:10]=2)=[CH:6][CH:5]=1, predict the reactants needed to synthesize it. The reactants are: [N+:1]([C:4]1[CH:24]=[CH:23][C:7]([O:8][C:9]2[CH:14]=[CH:13][N:12]=[C:11]([NH:15][C:16]([N:18]3[CH2:22][CH2:21][CH2:20][CH2:19]3)=[O:17])[CH:10]=2)=[CH:6][CH:5]=1)([O-])=O. (4) Given the product [C:1]([O:5][C:6](=[O:34])[NH:7][C@H:8]1[CH2:12][CH2:11][C@H:10]([N:13]2[C:24]3[C:16](=[CH:17][N:18]=[C:19]4[C:23]=3[CH:22]=[CH:21][NH:20]4)[N:15]=[N:14]2)[CH2:9]1)([CH3:4])([CH3:2])[CH3:3], predict the reactants needed to synthesize it. The reactants are: [C:1]([O:5][C:6](=[O:34])[NH:7][C@H:8]1[CH2:12][CH2:11][C@H:10]([N:13]2[C:24]3[C:16](=[CH:17][N:18]=[C:19]4[C:23]=3[CH:22]=[CH:21][N:20]4S(C3C=CC=CC=3)(=O)=O)[N:15]=[N:14]2)[CH2:9]1)([CH3:4])([CH3:3])[CH3:2].[OH-].[Na+].CO.C1COCC1.